From a dataset of Reaction yield outcomes from USPTO patents with 853,638 reactions. Predict the reaction yield, written as a fraction of the theoretical maximum amount of product (1.0 means a 100% yield; for example, 0.34 means a 34% yield). (1) The reactants are [Br:1][C:2]1[CH:7]=[C:6](Br)[C:5]([N+:9]([O-:11])=[O:10])=[CH:4][N:3]=1.[CH3:12][CH:13]([NH2:17])[CH2:14][CH2:15][CH3:16].C(N(CC)CC)C. The catalyst is O1CCCC1. The product is [Br:1][C:2]1[CH:7]=[C:6]([NH:17][CH:13]([CH2:14][CH2:15][CH3:16])[CH3:12])[C:5]([N+:9]([O-:11])=[O:10])=[CH:4][N:3]=1. The yield is 0.940. (2) The reactants are [OH:1][C:2]1[CH:7]=[C:6]([OH:8])[CH:5]=[CH:4][C:3]=1[C:9](=[O:19])[CH2:10][C:11]1[CH:16]=[CH:15][C:14]([O:17][CH3:18])=[CH:13][CH:12]=1.[CH2:20](O)[C:21]1[CH:26]=[CH:25][CH:24]=[CH:23][CH:22]=1. No catalyst specified. The product is [OH:1][C:2]1[CH:7]=[C:6]([O:8][CH2:20][C:21]2[CH:26]=[CH:25][CH:24]=[CH:23][CH:22]=2)[CH:5]=[CH:4][C:3]=1[C:9](=[O:19])[CH2:10][C:11]1[CH:16]=[CH:15][C:14]([O:17][CH3:18])=[CH:13][CH:12]=1. The yield is 0.950.